This data is from Cav3 T-type calcium channel HTS with 100,875 compounds. The task is: Binary Classification. Given a drug SMILES string, predict its activity (active/inactive) in a high-throughput screening assay against a specified biological target. (1) The drug is o1c2c(n(Cc3c(OCCCC)cccc3)c1=O)cc(cc2)C. The result is 0 (inactive). (2) The compound is Brc1c(C(NC(=O)c2cc(Br)ccc2)C)cc(OC)c(OC)c1. The result is 0 (inactive). (3) The compound is S1c2c(N(CCC(=O)Nc3ccccc3)c3c1cccc3)cccc2. The result is 0 (inactive). (4) The compound is S(=O)(=O)(N1CCN(CC1)Cc1ccccc1)c1cc2OCCOc2cc1. The result is 0 (inactive). (5) The drug is Fc1ccc(N(C(=O)Cn2c(cc3c(c2=O)cccc3)C)C)cc1. The result is 0 (inactive).